From a dataset of Forward reaction prediction with 1.9M reactions from USPTO patents (1976-2016). Predict the product of the given reaction. (1) Given the reactants [OH:1][C:2]1[CH:10]=[CH:9][CH:8]=[C:7]2[C:3]=1[CH2:4][CH2:5][C:6]2=[O:11].Cl[C:13]1[CH:18]=[CH:17][C:16]([C:19]([F:22])([F:21])[F:20])=[CH:15][N:14]=1.C(=O)([O-])[O-].[K+].[K+].CN(C)C=O, predict the reaction product. The product is: [F:20][C:19]([F:22])([F:21])[C:16]1[CH:17]=[CH:18][C:13]([O:1][C:2]2[CH:10]=[CH:9][CH:8]=[C:7]3[C:3]=2[CH2:4][CH2:5][C:6]3=[O:11])=[N:14][CH:15]=1. (2) Given the reactants [H-].[Na+].[CH:3]1([NH:9][C:10]2[CH:15]=[CH:14][C:13]([N+:16]([O-:18])=[O:17])=[CH:12][N:11]=2)[CH2:8][CH2:7][CH2:6][CH2:5][CH2:4]1.[CH3:19]I, predict the reaction product. The product is: [CH:3]1([N:9]([C:10]2[CH:15]=[CH:14][C:13]([N+:16]([O-:18])=[O:17])=[CH:12][N:11]=2)[CH3:19])[CH2:4][CH2:5][CH2:6][CH2:7][CH2:8]1. (3) Given the reactants [Cl:1][C:2]1[CH:7]=[CH:6][C:5]([C:8]2[O:12][N:11]=[C:10]([C:13]([O:15]CC)=[O:14])[C:9]=2[CH3:18])=[CH:4][CH:3]=1.O.[OH-].[Li+].Cl, predict the reaction product. The product is: [Cl:1][C:2]1[CH:3]=[CH:4][C:5]([C:8]2[O:12][N:11]=[C:10]([C:13]([OH:15])=[O:14])[C:9]=2[CH3:18])=[CH:6][CH:7]=1. (4) Given the reactants [OH:1][C:2]1[CH:10]=[C:9]2[C:5]([CH2:6][CH2:7][C:8]2=[O:11])=[CH:4][CH:3]=1.C1(P(C2C=CC=CC=2)C2C=CC=CC=2)C=CC=CC=1.[Cl:31][C:32]1[CH:37]=[CH:36][CH:35]=[C:34]([Cl:38])[C:33]=1[C:39]1[C:43]([CH2:44]O)=[C:42]([CH:46]([CH3:48])[CH3:47])[O:41][N:40]=1.N(C(OC(C)C)=O)=NC(OC(C)C)=O, predict the reaction product. The product is: [Cl:38][C:34]1[CH:35]=[CH:36][CH:37]=[C:32]([Cl:31])[C:33]=1[C:39]1[C:43]([CH2:44][O:1][C:2]2[CH:10]=[C:9]3[C:5]([CH2:6][CH2:7][C:8]3=[O:11])=[CH:4][CH:3]=2)=[C:42]([CH:46]([CH3:48])[CH3:47])[O:41][N:40]=1.